This data is from NCI-60 drug combinations with 297,098 pairs across 59 cell lines. The task is: Regression. Given two drug SMILES strings and cell line genomic features, predict the synergy score measuring deviation from expected non-interaction effect. Drug 1: CN1CCC(CC1)COC2=C(C=C3C(=C2)N=CN=C3NC4=C(C=C(C=C4)Br)F)OC. Drug 2: COC1=NC(=NC2=C1N=CN2C3C(C(C(O3)CO)O)O)N. Cell line: HCT-15. Synergy scores: CSS=7.04, Synergy_ZIP=-3.10, Synergy_Bliss=-3.59, Synergy_Loewe=-18.1, Synergy_HSA=-4.90.